Predict the product of the given reaction. From a dataset of Forward reaction prediction with 1.9M reactions from USPTO patents (1976-2016). (1) Given the reactants [CH3:1][C:2]1([CH3:24])[C:11]2[N:10]=[CH:9][CH:8]=[N:7][C:6]=2[C:5](=[O:12])[CH:4]([C:13]2[CH:18]=[CH:17][CH:16]=[CH:15][C:14]=2[C:19]([F:22])([F:21])[F:20])[C:3]1=[O:23].N1C=CC=CC=1.[C:31](Cl)(=[O:35])[CH:32]([CH3:34])[CH3:33], predict the reaction product. The product is: [CH3:1][C:2]1([CH3:24])[C:11]2[N:10]=[CH:9][CH:8]=[N:7][C:6]=2[C:5]([O:12][C:31](=[O:35])[CH:32]([CH3:34])[CH3:33])=[C:4]([C:13]2[CH:18]=[CH:17][CH:16]=[CH:15][C:14]=2[C:19]([F:22])([F:21])[F:20])[C:3]1=[O:23]. (2) Given the reactants [F:1][C:2]([CH3:33])([CH3:32])[CH2:3][CH2:4][C@H:5]1[C:9](=[O:10])[O:8][C@H:7]([C@@H:11]([NH:19][C:20]([C:22]2[CH:31]=[N:30][C:29]3[C:24](=[CH:25][CH:26]=[CH:27][CH:28]=3)[N:23]=2)=[O:21])[CH2:12][C:13]2[CH:18]=[CH:17][CH:16]=[CH:15][CH:14]=2)[CH2:6]1.C(O)(=O)C.[CH2:38]([NH2:45])[C:39]1[CH:44]=[CH:43][CH:42]=[CH:41][CH:40]=1, predict the reaction product. The product is: [CH2:12]([C@H:11]([NH:19][C:20]([C:22]1[CH:31]=[N:30][C:29]2[C:24](=[CH:25][CH:26]=[CH:27][CH:28]=2)[N:23]=1)=[O:21])[C@@H:7]([OH:8])[CH2:6][C@H:5]([C:9](=[O:10])[NH:45][CH2:38][C:39]1[CH:44]=[CH:43][CH:42]=[CH:41][CH:40]=1)[CH2:4][CH2:3][C:2]([F:1])([CH3:32])[CH3:33])[C:13]1[CH:14]=[CH:15][CH:16]=[CH:17][CH:18]=1. (3) The product is: [CH2:14]([O:12][C:3]1[CH:4]=[C:5]([N+:9]([O-:11])=[O:10])[C:6]([F:8])=[CH:7][C:2]=1[Cl:1])[C:15]1[CH:20]=[CH:19][CH:18]=[CH:17][CH:16]=1. Given the reactants [Cl:1][C:2]1[CH:7]=[C:6]([F:8])[C:5]([N+:9]([O-:11])=[O:10])=[CH:4][C:3]=1[OH:12].Cl[CH2:14][C:15]1[CH:20]=[CH:19][C:18](OC)=[CH:17][CH:16]=1.ClC1C=CC(O)=CC=1[N+]([O-])=O, predict the reaction product. (4) Given the reactants Br[C:2]1[C:3]([C@@H:14]([NH:24][C:25](=[O:31])[O:26][C:27]([CH3:30])([CH3:29])[CH3:28])[CH2:15][C:16]2[CH:21]=[C:20]([F:22])[CH:19]=[C:18]([F:23])[CH:17]=2)=[N:4][C:5]([C:8]#[C:9][C:10]([OH:13])([CH3:12])[CH3:11])=[CH:6][CH:7]=1.C([O-])([O-])=O.[K+].[K+].[F:38][CH:39]([F:64])[C:40]1[CH:48]=[CH:47][C:46](B2OC(C)(C)C(C)(C)O2)=[C:45]2[C:41]=1[C:42]([NH:59][S:60]([CH3:63])(=[O:62])=[O:61])=[N:43][N:44]2[CH3:58], predict the reaction product. The product is: [F:64][CH:39]([F:38])[C:40]1[CH:48]=[CH:47][C:46]([C:2]2[C:3]([C@@H:14]([NH:24][C:25](=[O:31])[O:26][C:27]([CH3:28])([CH3:30])[CH3:29])[CH2:15][C:16]3[CH:21]=[C:20]([F:22])[CH:19]=[C:18]([F:23])[CH:17]=3)=[N:4][C:5]([C:8]#[C:9][C:10]([OH:13])([CH3:12])[CH3:11])=[CH:6][CH:7]=2)=[C:45]2[C:41]=1[C:42]([NH:59][S:60]([CH3:63])(=[O:62])=[O:61])=[N:43][N:44]2[CH3:58]. (5) Given the reactants [F:1][C:2]([F:32])([F:31])[C:3]1[N:8]2[N:9]=[CH:10][C:11]([C:12]#[C:13][C:14]3[CH:15]=[CH:16][C:17]([NH2:20])=[N:18][CH:19]=3)=[C:7]2[N:6]=[C:5]([C:21]2[CH:26]=[CH:25][C:24]([C:27]([F:30])([F:29])[F:28])=[CH:23][CH:22]=2)[CH:4]=1.[CH3:33][S:34](O[S:34]([CH3:33])(=[O:36])=[O:35])(=[O:36])=[O:35].C(N(CC)CC)C.C([O-])(O)=O.[Na+], predict the reaction product. The product is: [CH3:33][S:34]([N:20]([C:17]1[CH:16]=[CH:15][C:14]([C:13]#[C:12][C:11]2[CH:10]=[N:9][N:8]3[C:3]([C:2]([F:1])([F:31])[F:32])=[CH:4][C:5]([C:21]4[CH:26]=[CH:25][C:24]([C:27]([F:28])([F:29])[F:30])=[CH:23][CH:22]=4)=[N:6][C:7]=23)=[CH:19][N:18]=1)[S:34]([CH3:33])(=[O:36])=[O:35])(=[O:36])=[O:35]. (6) Given the reactants [Br:1][C:2]1[CH:3]=[C:4]([NH2:10])[C:5]([O:8][CH3:9])=[N:6][CH:7]=1.[CH2:11]([N:13]1[CH:17]=[C:16]([S:18](Cl)(=[O:20])=[O:19])[CH:15]=[N:14]1)[CH3:12], predict the reaction product. The product is: [Br:1][C:2]1[CH:3]=[C:4]([NH:10][S:18]([C:16]2[CH:15]=[N:14][N:13]([CH2:11][CH3:12])[CH:17]=2)(=[O:20])=[O:19])[C:5]([O:8][CH3:9])=[N:6][CH:7]=1. (7) Given the reactants Br[C:2]1[CH:7]=[CH:6][C:5]([C@@H:8]([N:10]2[CH2:15][CH2:14][C@:13]([CH2:22][CH2:23][CH2:24][OH:25])([C:16]3[CH:21]=[CH:20][CH:19]=[CH:18][CH:17]=3)[O:12][C:11]2=[O:26])[CH3:9])=[CH:4][CH:3]=1.[CH3:27][C:28]1[N:33]=[C:32](B(O)O)[CH:31]=[CH:30][CH:29]=1, predict the reaction product. The product is: [OH:25][CH2:24][CH2:23][CH2:22][C@@:13]1([C:16]2[CH:21]=[CH:20][CH:19]=[CH:18][CH:17]=2)[O:12][C:11](=[O:26])[N:10]([C@H:8]([C:5]2[CH:6]=[CH:7][C:2]([C:32]3[CH:31]=[CH:30][CH:29]=[C:28]([CH3:27])[N:33]=3)=[CH:3][CH:4]=2)[CH3:9])[CH2:15][CH2:14]1.